This data is from Serine/threonine kinase 33 screen with 319,792 compounds. The task is: Binary Classification. Given a drug SMILES string, predict its activity (active/inactive) in a high-throughput screening assay against a specified biological target. (1) The compound is Clc1c(CN2CCn3nc(cc3C2=O)C(O)=O)cccc1. The result is 0 (inactive). (2) The compound is O=C(NC(c1ccccc1)C)/C(=C\c1ccc(cc1)C(O)=O)C#N. The result is 0 (inactive). (3) The compound is OCCn1c(c(c2ccccc2)c(=O)nc1C)C. The result is 0 (inactive). (4) The compound is O(Cc1c(onc1C)C)c1c(C(=O)Nc2cc(OC)c(OC)cc2)cccc1. The result is 0 (inactive). (5) The molecule is Fc1c(NC(=O)C2CN(C(=O)C2)Cc2ccccc2)ccc(F)c1. The result is 0 (inactive). (6) The drug is O1c2c(OCC1)ccc(NC(=O)C(=O)c1c3c([nH]c1)cccc3)c2. The result is 0 (inactive). (7) The molecule is Clc1cc(n2c(c(cc2C)/C=N\NC(=O)CC2(OCCO2)C)C)cc(Cl)c1. The result is 0 (inactive). (8) The compound is Clc1ccc(C(=O)CCC(OCC(=O)N(CC(C)C)c2c(n(Cc3ccccc3)c(=O)[nH]c2=O)N)=O)cc1. The result is 0 (inactive). (9) The compound is S(=O)(=O)(N(c1c(cccc1)C(=O)Nc1c(SC)cccc1)C)C. The result is 0 (inactive). (10) The compound is Brc1ccc(NC(=O)CSc2[nH]c(N)cc(=O)n2)cc1. The result is 0 (inactive).